From a dataset of Reaction yield outcomes from USPTO patents with 853,638 reactions. Predict the reaction yield, written as a fraction of the theoretical maximum amount of product (1.0 means a 100% yield; for example, 0.34 means a 34% yield). (1) The reactants are O[C:2]1[C:11]2[C:6](=[N:7][CH:8]=[CH:9][CH:10]=2)[N:5]([C:12]2[CH:17]=[CH:16][CH:15]=[C:14]([O:18][C:19]([F:22])([F:21])[F:20])[CH:13]=2)C(=O)[C:3]=1[C:24](=O)[CH2:25][C:26]1[CH:31]=[CH:30][CH:29]=[CH:28][C:27]=1[C:32]([F:35])([F:34])[F:33].O.[NH2:38][NH2:39].[C:40](=[O:43])([O-])O.[Na+]. The catalyst is CN(C=O)C. The product is [F:21][C:19]([F:22])([F:20])[O:18][C:14]1[CH:13]=[C:12]([N:5]2[C:6]3[N:7]=[CH:8][CH:9]=[CH:10][C:11]=3[C:2]3[NH:38][N:39]=[C:24]([CH2:25][C:26]4[CH:31]=[CH:30][CH:29]=[CH:28][C:27]=4[C:32]([F:33])([F:34])[F:35])[C:3]=3[C:40]2=[O:43])[CH:17]=[CH:16][CH:15]=1. The yield is 0.690. (2) The reactants are [CH:1]([O:4][C:5]1[CH:9]=[C:8]([CH2:10][CH2:11][C:12]([O:14][CH2:15][CH3:16])=[O:13])[NH:7][N:6]=1)([CH3:3])[CH3:2].[H-].[Na+].[Cl:19][C:20]1[CH:27]=[C:26]([C:28]([F:31])([F:30])[F:29])[CH:25]=[CH:24][C:21]=1[CH2:22]Br.Cl. The catalyst is CN(C)C=O. The product is [Cl:19][C:20]1[CH:27]=[C:26]([C:28]([F:29])([F:30])[F:31])[CH:25]=[CH:24][C:21]=1[CH2:22][N:7]1[C:8]([CH2:10][CH2:11][C:12]([O:14][CH2:15][CH3:16])=[O:13])=[CH:9][C:5]([O:4][CH:1]([CH3:3])[CH3:2])=[N:6]1. The yield is 0.220. (3) The reactants are [Br:1][C:2]1[CH:3]=[N:4][CH:5]=[C:6]([CH:10]=1)[C:7](Cl)=[O:8].Br[C:12]1[CH:18]=[CH:17][CH:16]=[CH:15][C:13]=1[NH2:14].C([O-])([O-])=O.[Cs+].[Cs+].N1C2C(=CC=C3C=2N=CC=C3)C=CC=1. The catalyst is [Cu]I.O1CCOCC1. The product is [Br:1][C:2]1[CH:10]=[C:6]([C:7]2[O:8][C:12]3[CH:18]=[CH:17][CH:16]=[CH:15][C:13]=3[N:14]=2)[CH:5]=[N:4][CH:3]=1. The yield is 0.460.